This data is from CYP3A4 inhibition data for predicting drug metabolism from PubChem BioAssay. The task is: Regression/Classification. Given a drug SMILES string, predict its absorption, distribution, metabolism, or excretion properties. Task type varies by dataset: regression for continuous measurements (e.g., permeability, clearance, half-life) or binary classification for categorical outcomes (e.g., BBB penetration, CYP inhibition). Dataset: cyp3a4_veith. (1) The compound is COc1cccc(-c2nc(NCc3ccccc3)c3ccccc3n2)c1. The result is 1 (inhibitor). (2) The compound is Cn1cccc1C(=O)N1CCC2(CCN(C(=O)Nc3cccc(F)c3)CC2)CC1. The result is 0 (non-inhibitor). (3) The drug is c1ccc(Nc2ncnc3ccc(-c4cccnc4)cc23)cc1. The result is 1 (inhibitor). (4) The compound is CCOC(=O)C1=C(CSc2nc3ccccc3s2)NC(=O)NC1c1cccc([N+](=O)[O-])c1. The result is 1 (inhibitor). (5) The molecule is COc1ccc2[nH]cc(CCNc3ncnc4ccc(-c5ccoc5)cc34)c2c1. The result is 1 (inhibitor).